This data is from Experimentally validated miRNA-target interactions with 360,000+ pairs, plus equal number of negative samples. The task is: Binary Classification. Given a miRNA mature sequence and a target amino acid sequence, predict their likelihood of interaction. (1) The miRNA is hsa-miR-4646-3p with sequence AUUGUCCCUCUCCCUUCCCAG. The protein sequence of the target gene is MALDCLLLFLLASAVAAMEETLMDTRTATAELGWTANPASGWEEVSGYDENLNTIRTYQVCNVFEPNQNNWLLTTFINRRGAHRIYTEMRFTVRDCSSLPNVPGSCKETFNLYYYETDSVIATKKSAFWSEAPYLKVDTIAADESFSQVDFGGRLMKVNTEVRSFGPLTRNGFYLAFQDYGACMSLLSVRVFFKKCPSIVQNFAVFPETMTGAESTSLVIARGTCIPNAEEVDVPIKLYCNGDGEWMVPIGRCTCKPGYEPENSVACKACPAGTFKASQEAEGCSHCPSNSRSPSEASPI.... Result: 0 (no interaction). (2) Result: 0 (no interaction). The protein sequence of the target gene is MARTKQTARKSTGGKAPRKQLATKAARKSAPATGGVKKPHRYRPGTVALREIRRYQKSTELLIRKLPFQRLVREIAQDFKTDLRFQSSAVMALQEASEAYLVGLFEDTNLCAIHAKRVTIMPKDIQLARRIRGERA. The miRNA is hsa-miR-4800-3p with sequence CAUCCGUCCGUCUGUCCAC.